Dataset: NCI-60 drug combinations with 297,098 pairs across 59 cell lines. Task: Regression. Given two drug SMILES strings and cell line genomic features, predict the synergy score measuring deviation from expected non-interaction effect. Drug 1: CC1=CC2C(CCC3(C2CCC3(C(=O)C)OC(=O)C)C)C4(C1=CC(=O)CC4)C. Drug 2: CN(C)N=NC1=C(NC=N1)C(=O)N. Cell line: SR. Synergy scores: CSS=0.331, Synergy_ZIP=1.04, Synergy_Bliss=1.69, Synergy_Loewe=0.340, Synergy_HSA=1.18.